From a dataset of Forward reaction prediction with 1.9M reactions from USPTO patents (1976-2016). Predict the product of the given reaction. Given the reactants [Cl:1][C:2]1[CH:3]=[C:4]([N:10]2[CH:18]([CH:19]3[CH2:23][CH2:22][CH2:21][CH2:20]3)[CH:17]3[C:12]([C:13]4[CH:27]=[CH:26][C:25]([C:28]([OH:30])=[O:29])=[CH:24][C:14]=4[CH2:15][CH2:16]3)=[N:11]2)[CH:5]=[CH:6][C:7]=1[C:8]#[N:9], predict the reaction product. The product is: [Cl:1][C:2]1[CH:3]=[C:4]([N:10]2[CH:18]([CH:19]3[CH2:20][CH2:21][CH2:22][CH2:23]3)[CH:17]3[C:12]([C:13]4[CH:27]=[CH:26][C:25]([C:28]([O:30][CH2:3][CH2:2][CH2:7][CH3:6])=[O:29])=[CH:24][C:14]=4[CH2:15][CH2:16]3)=[N:11]2)[CH:5]=[CH:6][C:7]=1[C:8]#[N:9].